From a dataset of Forward reaction prediction with 1.9M reactions from USPTO patents (1976-2016). Predict the product of the given reaction. (1) Given the reactants [CH2:1]([N:3]1[C:8]2[N:9]=[C:10]([NH:13][C:14]3[CH:19]=[CH:18][C:17]([CH:20]4[CH2:25][CH2:24][N:23]([CH2:26][CH2:27][C:28]([F:31])([F:30])[F:29])[CH2:22][CH2:21]4)=[CH:16][C:15]=3[O:32][CH3:33])[N:11]=[CH:12][C:7]=2[C:6](=[O:34])[C:5]([C:35]([NH2:37])=[O:36])=[C:4]1[NH:38][CH3:39])[CH3:2].CC[Cl:42].CCOCC, predict the reaction product. The product is: [ClH:42].[CH2:1]([N:3]1[C:8]2[N:9]=[C:10]([NH:13][C:14]3[CH:19]=[CH:18][C:17]([CH:20]4[CH2:21][CH2:22][N:23]([CH2:26][CH2:27][C:28]([F:31])([F:30])[F:29])[CH2:24][CH2:25]4)=[CH:16][C:15]=3[O:32][CH3:33])[N:11]=[CH:12][C:7]=2[C:6](=[O:34])[C:5]([C:35]([NH2:37])=[O:36])=[C:4]1[NH:38][CH3:39])[CH3:2]. (2) Given the reactants [CH:1]1[CH:2]=[CH:3][N:4]2[C:10]=1[CH2:9][NH:8][C:7]1[CH:11]=[CH:12][CH:13]=[N:14][C:6]=1[CH2:5]2.[CH:15]1([C:21]2[CH:29]=[CH:28][C:24]([C:25](Cl)=[O:26])=[CH:23][CH:22]=2)[CH2:20][CH2:19][CH2:18][CH2:17][CH2:16]1.C(N(CC)CC)C, predict the reaction product. The product is: [CH:15]1([C:21]2[CH:22]=[CH:23][C:24]([C:25]([N:8]3[CH2:9][C:10]4[N:4]([CH:3]=[CH:2][CH:1]=4)[CH2:5][C:6]4[N:14]=[CH:13][CH:12]=[CH:11][C:7]3=4)=[O:26])=[CH:28][CH:29]=2)[CH2:16][CH2:17][CH2:18][CH2:19][CH2:20]1. (3) Given the reactants [C:1]([C:4]1[CH:5]=[C:6]([CH:30]=[CH:31][CH:32]=1)/[CH:7]=[C:8]1/[C@H:9]([OH:29])[C@:10]2([CH2:25][CH2:24][C@H:23]3[C@@H:14]([CH2:15][CH2:16][C:17]4[CH:18]=[C:19]([C:26]([NH2:28])=[O:27])[CH:20]=[CH:21][C:22]=43)[C@@H:12]2[CH2:13]/1)[CH3:11])(=[O:3])[NH2:2], predict the reaction product. The product is: [C:1]([C:4]1[CH:5]=[C:6]([CH:30]=[CH:31][CH:32]=1)[CH2:7][C@H:8]1[CH2:13][C@H:12]2[C@H:14]3[C@H:23]([CH2:24][CH2:25][C@:10]2([CH3:11])[C@H:9]1[OH:29])[C:22]1[CH:21]=[CH:20][C:19]([C:26]([NH2:28])=[O:27])=[CH:18][C:17]=1[CH2:16][CH2:15]3)(=[O:3])[NH2:2]. (4) Given the reactants Br[C:2]1[C:3]([CH:7]([OH:17])[CH2:8][CH2:9][CH2:10][C:11]2[CH:16]=[CH:15][CH:14]=[CH:13][CH:12]=2)=[CH:4][S:5][CH:6]=1.[CH2:18]([O:20][C:21](=[O:47])[CH2:22][C:23]1([C:26]2[CH:31]=[CH:30][C:29]([C:32]3[CH:37]=[CH:36][C:35](B4OC(C)(C)C(C)(C)O4)=[CH:34][CH:33]=3)=[CH:28][CH:27]=2)[CH2:25][CH2:24]1)[CH3:19], predict the reaction product. The product is: [CH2:18]([O:20][C:21](=[O:47])[CH2:22][C:23]1([C:26]2[CH:27]=[CH:28][C:29]([C:32]3[CH:37]=[CH:36][C:35]([C:2]4[C:3]([CH:7]([OH:17])[CH2:8][CH2:9][CH2:10][C:11]5[CH:16]=[CH:15][CH:14]=[CH:13][CH:12]=5)=[CH:4][S:5][CH:6]=4)=[CH:34][CH:33]=3)=[CH:30][CH:31]=2)[CH2:24][CH2:25]1)[CH3:19].